From a dataset of NCI-60 drug combinations with 297,098 pairs across 59 cell lines. Regression. Given two drug SMILES strings and cell line genomic features, predict the synergy score measuring deviation from expected non-interaction effect. (1) Drug 1: C1CCN(CC1)CCOC2=CC=C(C=C2)C(=O)C3=C(SC4=C3C=CC(=C4)O)C5=CC=C(C=C5)O. Drug 2: C#CCC(CC1=CN=C2C(=N1)C(=NC(=N2)N)N)C3=CC=C(C=C3)C(=O)NC(CCC(=O)O)C(=O)O. Cell line: UACC-257. Synergy scores: CSS=-3.55, Synergy_ZIP=1.39, Synergy_Bliss=-0.628, Synergy_Loewe=-2.09, Synergy_HSA=-2.96. (2) Synergy scores: CSS=28.0, Synergy_ZIP=-2.24, Synergy_Bliss=-4.44, Synergy_Loewe=-6.83, Synergy_HSA=-4.35. Cell line: OVCAR-4. Drug 2: CC1=CC=C(C=C1)C2=CC(=NN2C3=CC=C(C=C3)S(=O)(=O)N)C(F)(F)F. Drug 1: CC12CCC3C(C1CCC2=O)CC(=C)C4=CC(=O)C=CC34C. (3) Drug 2: C1CN1C2=NC(=NC(=N2)N3CC3)N4CC4. Cell line: A498. Drug 1: COC1=NC(=NC2=C1N=CN2C3C(C(C(O3)CO)O)O)N. Synergy scores: CSS=28.3, Synergy_ZIP=-8.80, Synergy_Bliss=0.278, Synergy_Loewe=-23.2, Synergy_HSA=-1.27. (4) Drug 1: C1=NC2=C(N=C(N=C2N1C3C(C(C(O3)CO)O)F)Cl)N. Drug 2: CS(=O)(=O)CCNCC1=CC=C(O1)C2=CC3=C(C=C2)N=CN=C3NC4=CC(=C(C=C4)OCC5=CC(=CC=C5)F)Cl. Cell line: MDA-MB-231. Synergy scores: CSS=14.8, Synergy_ZIP=-7.00, Synergy_Bliss=-1.50, Synergy_Loewe=-16.3, Synergy_HSA=-0.990.